From a dataset of Catalyst prediction with 721,799 reactions and 888 catalyst types from USPTO. Predict which catalyst facilitates the given reaction. (1) Product: [Cl:1][C:2]1[CH:7]=[CH:6][C:5]([CH:8]([C:26]2[CH:27]=[CH:28][C:29]([Cl:32])=[CH:30][CH:31]=2)[C:9]2[CH:10]=[C:11]3[C:16](=[CH:17][CH:18]=2)[N:15]=[CH:14][N:13]=[C:12]3[NH:19][CH:20]2[CH2:21][CH2:22][N:23]([CH2:40][CH2:39][C:33]3[CH:38]=[CH:37][CH:36]=[CH:35][CH:34]=3)[CH2:24][CH2:25]2)=[CH:4][CH:3]=1. Reactant: [Cl:1][C:2]1[CH:7]=[CH:6][C:5]([CH:8]([C:26]2[CH:31]=[CH:30][C:29]([Cl:32])=[CH:28][CH:27]=2)[C:9]2[CH:10]=[C:11]3[C:16](=[CH:17][CH:18]=2)[N:15]=[CH:14][N:13]=[C:12]3[NH:19][CH:20]2[CH2:25][CH2:24][NH:23][CH2:22][CH2:21]2)=[CH:4][CH:3]=1.[C:33]1([CH2:39][CH:40]=O)[CH:38]=[CH:37][CH:36]=[CH:35][CH:34]=1.CO.[BH3-]C#N.[Na+]. The catalyst class is: 15. (2) The catalyst class is: 85. Product: [NH:1]1[C:9]2[C:4](=[CH:5][CH:6]=[C:7]([NH:10][C:11]3[C:16]([C:17]([NH:34][C:31]4[CH:30]=[CH:29][C:28]([C:22]([OH:27])([C:21]([F:20])([F:35])[F:36])[C:23]([F:24])([F:25])[F:26])=[CH:33][CH:32]=4)=[O:19])=[CH:15][CH:14]=[CH:13][N:12]=3)[CH:8]=2)[CH:3]=[N:2]1. Reactant: [NH:1]1[C:9]2[C:4](=[CH:5][CH:6]=[C:7]([NH:10][C:11]3[C:16]([C:17]([OH:19])=O)=[CH:15][CH:14]=[CH:13][N:12]=3)[CH:8]=2)[CH:3]=[N:2]1.[F:20][C:21]([F:36])([F:35])[C:22]([C:28]1[CH:33]=[CH:32][C:31]([NH2:34])=[CH:30][CH:29]=1)([OH:27])[C:23]([F:26])([F:25])[F:24].C(Cl)CCl.C1C=CC2N(O)N=NC=2C=1. (3) Reactant: [F:1][C:2]1[CH:3]=[C:4]([C@@:12]([NH:34][S@@](C(C)(C)C)=O)([C:20]2[CH:25]=[C:24]([O:26][C:27]([F:32])([F:31])[CH:28]([F:30])[F:29])[CH:23]=[C:22]([F:33])[CH:21]=2)[CH2:13][C:14]2[CH:19]=[CH:18][CH:17]=[CH:16][CH:15]=2)[CH:5]=[CH:6][C:7]=1[O:8][CH:9]([CH3:11])[CH3:10].Cl. Product: [F:1][C:2]1[CH:3]=[C:4]([C@:12]([C:20]2[CH:25]=[C:24]([O:26][C:27]([F:31])([F:32])[CH:28]([F:29])[F:30])[CH:23]=[C:22]([F:33])[CH:21]=2)([NH2:34])[CH2:13][C:14]2[CH:19]=[CH:18][CH:17]=[CH:16][CH:15]=2)[CH:5]=[CH:6][C:7]=1[O:8][CH:9]([CH3:11])[CH3:10]. The catalyst class is: 275. (4) Reactant: [CH3:1][O:2][C:3](=[O:15])[C:4]1[C:5](=[C:10](I)[CH:11]=[CH:12][CH:13]=1)[C:6]([O:8][CH3:9])=[O:7].[CH3:16][N:17]([CH3:30])[CH2:18][CH2:19][O:20][C:21]1[CH:26]=[C:25]([O:27][CH3:28])[CH:24]=[CH:23][C:22]=1[NH2:29].C1C=CC(P(C2C(C3C(P(C4C=CC=CC=4)C4C=CC=CC=4)=CC=C4C=3C=CC=C4)=C3C(C=CC=C3)=CC=2)C2C=CC=CC=2)=CC=1.C(=O)([O-])[O-].[Cs+].[Cs+]. Product: [CH3:1][O:2][C:3](=[O:15])[C:4]1[C:5](=[C:10]([NH:29][C:22]2[CH:23]=[CH:24][C:25]([O:27][CH3:28])=[CH:26][C:21]=2[O:20][CH2:19][CH2:18][N:17]([CH3:16])[CH3:30])[CH:11]=[CH:12][CH:13]=1)[C:6]([O:8][CH3:9])=[O:7]. The catalyst class is: 835. (5) Reactant: [CH3:1][O:2][C:3]1[CH:21]=[CH:20][C:6]([CH2:7][N:8]2[C:16]3[C:11](=[C:12]([N+:17]([O-])=O)[CH:13]=[CH:14][CH:15]=3)[CH:10]=[N:9]2)=[CH:5][CH:4]=1.C(OCC)(=O)C. Product: [CH3:1][O:2][C:3]1[CH:4]=[CH:5][C:6]([CH2:7][N:8]2[C:16]3[CH:15]=[CH:14][CH:13]=[C:12]([NH2:17])[C:11]=3[CH:10]=[N:9]2)=[CH:20][CH:21]=1. The catalyst class is: 865. (6) Reactant: [Br:1]N1C(=O)CCC1=O.[NH2:9][C:10]1[C:11]2[C:18]([C:19]3[CH:20]=[N:21][C:22]4[C:27]([CH:28]=3)=[CH:26][CH:25]=[CH:24][CH:23]=4)=[CH:17][N:16]([CH2:29][CH2:30][C@@H:31]([NH:34][C:35](=[O:41])[O:36][C:37]([CH3:40])([CH3:39])[CH3:38])[CH:32]=[CH2:33])[C:12]=2[N:13]=[CH:14][N:15]=1.S([O-])([O-])(=O)=S.[Na+].[Na+].C(=O)(O)[O-].[Na+]. Product: [NH2:9][C:10]1[C:11]2[C:18]([C:19]3[CH:20]=[N:21][C:22]4[C:27]([CH:28]=3)=[CH:26][CH:25]=[CH:24][CH:23]=4)=[C:17]([Br:1])[N:16]([CH2:29][CH2:30][C@@H:31]([NH:34][C:35](=[O:41])[O:36][C:37]([CH3:40])([CH3:39])[CH3:38])[CH:32]=[CH2:33])[C:12]=2[N:13]=[CH:14][N:15]=1. The catalyst class is: 1.